From a dataset of NCI-60 drug combinations with 297,098 pairs across 59 cell lines. Regression. Given two drug SMILES strings and cell line genomic features, predict the synergy score measuring deviation from expected non-interaction effect. Drug 1: CNC(=O)C1=CC=CC=C1SC2=CC3=C(C=C2)C(=NN3)C=CC4=CC=CC=N4. Drug 2: CC1=C(C=C(C=C1)NC(=O)C2=CC=C(C=C2)CN3CCN(CC3)C)NC4=NC=CC(=N4)C5=CN=CC=C5. Cell line: NCI-H322M. Synergy scores: CSS=-0.685, Synergy_ZIP=-1.17, Synergy_Bliss=-2.09, Synergy_Loewe=-3.41, Synergy_HSA=-3.32.